Predict the product of the given reaction. From a dataset of Forward reaction prediction with 1.9M reactions from USPTO patents (1976-2016). (1) The product is: [Cl:14][C:15]1[C:24]2[C:19](=[CH:20][CH:21]=[C:22]([C:25]([C:35]3[N:39]([CH3:40])[C:38]([CH3:41])=[N:37][CH:36]=3)([C:26]3[C:27]([CH3:33])=[N:28][N:29]([CH3:32])[C:30]=3[CH3:31])[OH:34])[CH:23]=2)[N:18]=[C:17]([O:42][CH3:43])[C:16]=1[O:6][CH2:7][C:8]([F:11])([F:10])[F:9]. Given the reactants FC(F)(F)S([O:6][CH2:7][C:8]([F:11])([F:10])[F:9])(=O)=O.[Cl:14][C:15]1[C:24]2[C:19](=[CH:20][CH:21]=[C:22]([C:25]([C:35]3[N:39]([CH3:40])[C:38]([CH3:41])=[N:37][CH:36]=3)([OH:34])[C:26]3[C:27]([CH3:33])=[N:28][N:29]([CH3:32])[C:30]=3[CH3:31])[CH:23]=2)[N:18]=[C:17]([O:42][CH3:43])[C:16]=1O.C([O-])([O-])=O.[Cs+].[Cs+], predict the reaction product. (2) Given the reactants [H-].[Al+3].[Li+].[H-].[H-].[H-].[C:7]1([C:19](OCC)=[O:20])[CH:8]=[N:9][N:10]2[CH:15]=[CH:14][C:13]3[O:16][CH2:17][CH2:18][C:12]=3[C:11]=12.O.O.O.O.O.O.O.O.O.O.S([O-])([O-])(=O)=O.[Na+].[Na+], predict the reaction product. The product is: [C:7]1([CH2:19][OH:20])[CH:8]=[N:9][N:10]2[CH:15]=[CH:14][C:13]3[O:16][CH2:17][CH2:18][C:12]=3[C:11]=12. (3) Given the reactants CC(=CC)C.Cl[O-].[Na+].[CH3:9][O:10][C:11]1[CH:16]=[CH:15][C:14]([C:17]2[N:18]=[C:19]([CH2:22][CH2:23][CH2:24][CH2:25][CH2:26][CH2:27][CH:28]=[O:29])[S:20][CH:21]=2)=[CH:13][CH:12]=1.P([O-])(O)(O)=[O:31].[K+], predict the reaction product. The product is: [CH3:9][O:10][C:11]1[CH:12]=[CH:13][C:14]([C:17]2[N:18]=[C:19]([CH2:22][CH2:23][CH2:24][CH2:25][CH2:26][CH2:27][C:28]([OH:31])=[O:29])[S:20][CH:21]=2)=[CH:15][CH:16]=1.